From a dataset of Full USPTO retrosynthesis dataset with 1.9M reactions from patents (1976-2016). Predict the reactants needed to synthesize the given product. (1) Given the product [OH:2][C:3]1[CH:4]=[C:5]2[C:10](=[CH:11][CH:12]=1)[N:9]=[C:8]([N:13]1[CH2:18][CH2:17][CH:16]([C:19]([OH:21])=[O:20])[CH2:15][CH2:14]1)[C:7]([C:23]([F:26])([F:25])[F:24])=[CH:6]2, predict the reactants needed to synthesize it. The reactants are: C[O:2][C:3]1[CH:4]=[C:5]2[C:10](=[CH:11][CH:12]=1)[N:9]=[C:8]([N:13]1[CH2:18][CH2:17][CH:16]([C:19]([O:21]C)=[O:20])[CH2:15][CH2:14]1)[C:7]([C:23]([F:26])([F:25])[F:24])=[CH:6]2.B(Br)(Br)Br.O. (2) The reactants are: CC[C@:3]1([CH3:19])[N:8]2[CH:9]=[C:10]([C:13]([O:15][CH2:16][CH3:17])=[O:14])[C:11]([OH:12])=[C:7]2[C:6](=[O:18])[NH:5][CH2:4]1.C(N[C@H](C(O)=O)C)(O[C:23](C)(C)[CH3:24])=O.[C:33](=O)([O-])[O-].[K+].[K+].IC. Given the product [CH2:23]([N:5]1[CH2:4][C@H:3]([CH3:19])[N:8]2[CH:9]=[C:10]([C:13]([O:15][CH2:16][CH3:17])=[O:14])[C:11]([O:12][CH3:33])=[C:7]2[C:6]1=[O:18])[CH3:24], predict the reactants needed to synthesize it. (3) Given the product [NH2:1][C:4]1[CH:5]=[C:6]([N:10]2[C:19]3[C:14](=[CH:15][CH:16]=[CH:17][N:18]=3)[CH:13]=[C:12]([CH2:20][CH2:21][CH:22]([OH:29])[C:23]3[CH:24]=[CH:25][N:26]=[CH:27][CH:28]=3)[C:11]2=[O:30])[CH:7]=[CH:8][CH:9]=1, predict the reactants needed to synthesize it. The reactants are: [N+:1]([C:4]1[CH:5]=[C:6]([N:10]2[C:19]3[C:14](=[CH:15][CH:16]=[CH:17][N:18]=3)[CH:13]=[C:12]([CH2:20][CH2:21][CH:22]([OH:29])[C:23]3[CH:28]=[CH:27][N:26]=[CH:25][CH:24]=3)[C:11]2=[O:30])[CH:7]=[CH:8][CH:9]=1)([O-])=O.[Sn](Cl)(Cl)(Cl)Cl. (4) Given the product [F:16][C:10]1[C:11]([F:15])=[CH:12][CH:13]=[CH:14][C:9]=1[S:8][C:5]([CH3:7])([CH3:6])[C:4]([OH:17])=[O:3], predict the reactants needed to synthesize it. The reactants are: C([O:3][C:4](=[O:17])[C:5]([S:8][C:9]1[CH:14]=[CH:13][CH:12]=[C:11]([F:15])[C:10]=1[F:16])([CH3:7])[CH3:6])C.C[Si](C)(C)[O-].[K+]. (5) Given the product [C:59]([O:63][C:64]([C:66]1[CH:71]=[CH:70][C:69]([C:14]2[C:15]([CH3:22])([CH3:21])[C@H:16]3[C@:11]([CH3:31])([CH2:12][CH:13]=2)[C@@H:10]2[C@:19]([CH3:20])([C@@:2]4([CH3:1])[C@H:7]([CH2:8][CH2:9]2)[C@H:6]2[C@H:32]([C:35]([CH3:37])=[CH2:36])[CH2:33][CH2:34][C@:5]2([C:38]([O:40][CH2:41][C:42]2[CH:47]=[CH:46][CH:45]=[CH:44][CH:43]=2)=[O:39])[CH2:4][CH2:3]4)[CH2:18][CH2:17]3)=[CH:68][CH:67]=1)=[O:65])([CH3:62])([CH3:61])[CH3:60], predict the reactants needed to synthesize it. The reactants are: [CH3:1][C@:2]12[C@@:19]3([CH3:20])[C@@H:10]([C@:11]4([CH3:31])[C@@H:16]([CH2:17][CH2:18]3)[C:15]([CH3:22])([CH3:21])[C:14](OS(C(F)(F)F)(=O)=O)=[CH:13][CH2:12]4)[CH2:9][CH2:8][C@@H:7]1[C@H:6]1[C@H:32]([C:35]([CH3:37])=[CH2:36])[CH2:33][CH2:34][C@:5]1([C:38]([O:40][CH2:41][C:42]1[CH:47]=[CH:46][CH:45]=[CH:44][CH:43]=1)=[O:39])[CH2:4][CH2:3]2.CC(O)C.O.C(=O)([O-])[O-].[Na+].[Na+].[C:59]([O:63][C:64]([C:66]1[CH:71]=[CH:70][C:69](B(O)O)=[CH:68][CH:67]=1)=[O:65])([CH3:62])([CH3:61])[CH3:60]. (6) Given the product [C:23]([O:22][C:13]([N:9]1[CH2:10][CH:11]([CH3:12])[CH:8]1[C:6]([O:5][C:1]([CH3:2])([CH3:3])[CH3:4])=[O:7])=[O:35])([CH3:26])([CH3:25])[CH3:24], predict the reactants needed to synthesize it. The reactants are: [C:1]([O:5][C:6]([CH:8]1[CH:11]([CH3:12])[CH2:10][N:9]1[CH2:13]C1C=CC=CC=1)=[O:7])([CH3:4])([CH3:3])[CH3:2].C(OC([O:22][C:23]([CH3:26])([CH3:25])[CH3:24])=O)([O:22][C:23]([CH3:26])([CH3:25])[CH3:24])=O.[O:35]1CCCC1.CO. (7) Given the product [Cl:1][C:2]1[CH:3]=[C:4]([C@H:8]([N:10]2[C:17](=[O:27])[CH2:16][O:15][C:11]2=[O:14])[CH3:9])[CH:5]=[CH:6][CH:7]=1, predict the reactants needed to synthesize it. The reactants are: [Cl:1][C:2]1[CH:3]=[C:4]([C@H:8]([NH2:10])[CH3:9])[CH:5]=[CH:6][CH:7]=1.[C:11]([O:15][CH2:16][CH3:17])(=[O:14])CO.C[O-].[Na+].C1N=CN(C(N2C=NC=C2)=[O:27])C=1. (8) Given the product [O:1]=[C:2]1[N:6]([CH:7]2[CH2:8][CH2:9][N:10]([C:13]([O:15][C@H:16]([CH2:17][C:18]3[CH:19]=[C:20]([CH3:26])[C:21]([OH:25])=[C:22]([CH3:24])[CH:23]=3)[C:27](=[O:29])[N:74]3[CH2:73][CH2:72][N:71]([CH:68]4[CH2:69][CH2:70][O:65][CH2:66][CH2:67]4)[CH2:76][CH2:75]3)=[O:14])[CH2:11][CH2:12]2)[N:5]=[C:4]([C:30]2[CH:35]=[CH:34][CH:33]=[CH:32][CH:31]=2)[NH:3]1, predict the reactants needed to synthesize it. The reactants are: [O:1]=[C:2]1[N:6]([CH:7]2[CH2:12][CH2:11][N:10]([C:13]([O:15][C@@H:16]([C:27]([OH:29])=O)[CH2:17][C:18]3[CH:23]=[C:22]([CH3:24])[C:21]([OH:25])=[C:20]([CH3:26])[CH:19]=3)=[O:14])[CH2:9][CH2:8]2)[N:5]=[C:4]([C:30]2[CH:35]=[CH:34][CH:33]=[CH:32][CH:31]=2)[NH:3]1.CN(C(ON1N=NC2C=CC=CC1=2)=[N+](C)C)C.[B-](F)(F)(F)F.C(N(CC)CC)C.[O:65]1[CH2:70][CH2:69][CH:68]([N:71]2[CH2:76][CH2:75][NH:74][CH2:73][CH2:72]2)[CH2:67][CH2:66]1. (9) Given the product [C:16]([C:13]1[CH:14]=[C:15]2[C:10](=[CH:11][CH:12]=1)[NH:9][C:8]([CH3:20])=[C:7]2[CH2:6][C:5]1[CH:21]=[CH:22][C:23]([O:25][CH2:26][CH:27]2[CH2:28][CH2:29][CH2:30][CH2:31][CH2:32]2)=[CH:24][C:4]=1[Cl:3])([OH:18])=[O:17], predict the reactants needed to synthesize it. The reactants are: [OH-].[Na+].[Cl:3][C:4]1[CH:24]=[C:23]([O:25][CH2:26][CH:27]2[CH2:32][CH2:31][CH2:30][CH2:29][CH2:28]2)[CH:22]=[CH:21][C:5]=1[CH2:6][C:7]1[C:15]2[C:10](=[CH:11][CH:12]=[C:13]([C:16]([O:18]C)=[O:17])[CH:14]=2)[NH:9][C:8]=1[CH3:20].Cl. (10) Given the product [Cl:1][C:2]1[N:3]=[N:4][C:5]([Cl:8])=[CH:6][C:7]=1[CH2:10][NH:11][C:12](=[O:13])[C:14]1[CH:19]=[CH:18][CH:17]=[CH:16][CH:15]=1, predict the reactants needed to synthesize it. The reactants are: [Cl:1][C:2]1[N:3]=[N:4][C:5]([Cl:8])=[CH:6][CH:7]=1.C(O)(=O)[CH2:10][NH:11][C:12]([C:14]1[CH:19]=[CH:18][CH:17]=[CH:16][CH:15]=1)=[O:13].FC(F)(F)C(O)=O.S(OOS([O-])(=O)=O)([O-])(=O)=O.[NH4+].[NH4+].[OH-].[NH4+].